From a dataset of Forward reaction prediction with 1.9M reactions from USPTO patents (1976-2016). Predict the product of the given reaction. (1) Given the reactants Br[CH2:2][C:3]([C:5]1[S:9][C:8]([CH3:10])=[N:7][C:6]=1[CH3:11])=O.Br.[NH:13]([C:17]1[C:25]2[O:24][CH2:23][CH2:22][C:21]=2[CH:20]=[C:19]([S:26]([NH2:29])(=[O:28])=[O:27])[CH:18]=1)[C:14]([NH2:16])=[S:15], predict the reaction product. The product is: [CH3:10][C:8]1[S:9][C:5]([C:3]2[N:16]=[C:14]([NH:13][C:17]3[C:25]4[O:24][CH2:23][CH2:22][C:21]=4[CH:20]=[C:19]([S:26]([NH2:29])(=[O:27])=[O:28])[CH:18]=3)[S:15][CH:2]=2)=[C:6]([CH3:11])[N:7]=1. (2) Given the reactants [Cl:1][C:2]1[CH:3]=[C:4]([N:10]2[CH:18]([CH:19]3[CH2:23][CH2:22][CH2:21][CH2:20]3)[CH:17]3[C:12]([C:13]4[CH:27]=[CH:26][C:25]([C:28]([OH:30])=[O:29])=[CH:24][C:14]=4[CH2:15][CH2:16]3)=[N:11]2)[CH:5]=[CH:6][C:7]=1[C:8]#[N:9].[CH2:31](O)[C:32]1[CH:37]=[CH:36][CH:35]=[CH:34][CH:33]=1, predict the reaction product. The product is: [Cl:1][C:2]1[CH:3]=[C:4]([N:10]2[CH:18]([CH:19]3[CH2:20][CH2:21][CH2:22][CH2:23]3)[CH:17]3[C:12]([C:13]4[CH:27]=[CH:26][C:25]([C:28]([O:30][CH2:31][C:32]5[CH:37]=[CH:36][CH:35]=[CH:34][CH:33]=5)=[O:29])=[CH:24][C:14]=4[CH2:15][CH2:16]3)=[N:11]2)[CH:5]=[CH:6][C:7]=1[C:8]#[N:9]. (3) Given the reactants [CH3:1][O:2][C:3]1[C:4]([OH:21])=[CH:5][C:6]([OH:20])=[C:7]2[C:12](=[O:13])[CH:11]=[C:10]([C:14]3[CH:15]=[CH:16][CH:17]=[CH:18][CH:19]=3)[O:9][C:8]=12.[CH2:22]=O.[NH:24]([CH2:28][CH2:29][OH:30])[CH2:25][CH2:26][OH:27], predict the reaction product. The product is: [OH:27][CH2:26][CH2:25][N:24]([CH2:22][C:5]1[C:6]([OH:20])=[C:7]2[C:8](=[C:3]([O:2][CH3:1])[C:4]=1[OH:21])[O:9][C:10]([C:14]1[CH:19]=[CH:18][CH:17]=[CH:16][CH:15]=1)=[CH:11][C:12]2=[O:13])[CH2:28][CH2:29][OH:30]. (4) Given the reactants [CH3:1][O:2][CH2:3][C:4]1[CH2:25][S:24][C@@H:7]2[C@H:8]([NH:11][C:12](/[C:14](/[C:18]3[N:22]=[C:21]([NH2:23])[S:20][CH:19]=3)=[N:15]\[O:16][CH3:17])=[O:13])[C:9](=[O:10])[N:6]2[C:5]=1[C:26]([OH:28])=[O:27].N12CCCN=C1CCCCC2.[C:40](=[O:49])([O:45][CH:46]([CH3:48])[CH3:47])[O:41][CH:42](I)[CH3:43], predict the reaction product. The product is: [CH3:47][CH:46]([O:45][C:40]([O:41][CH:42]([O:27][C:26]([C:5]1[N:6]2[C:9]([C@@H:8]([NH:11][C:12](/[C:14](/[C:18]3[N:22]=[C:21]([NH2:23])[S:20][CH:19]=3)=[N:15]\[O:16][CH3:17])=[O:13])[C@H:7]2[S:24][CH2:25][C:4]=1[CH2:3][O:2][CH3:1])=[O:10])=[O:28])[CH3:43])=[O:49])[CH3:48].